Dataset: Reaction yield outcomes from USPTO patents with 853,638 reactions. Task: Predict the reaction yield, written as a fraction of the theoretical maximum amount of product (1.0 means a 100% yield; for example, 0.34 means a 34% yield). (1) The reactants are [N:1]1[C:10]2[C:5](=[CH:6][C:7]([CH2:11][N:12]3[C:16]4=[N:17][C:18]([C:21](=O)[CH3:22])=[CH:19][N:20]=[C:15]4[N:14]=[N:13]3)=[CH:8][CH:9]=2)[CH:4]=[CH:3][CH:2]=1.[NH2:24][O:25][CH2:26][CH2:27][OH:28]. No catalyst specified. The product is [OH:28][CH2:27][CH2:26][O:25]/[N:24]=[C:21](/[C:18]1[N:17]=[C:16]2[N:12]([CH2:11][C:7]3[CH:6]=[C:5]4[C:10](=[CH:9][CH:8]=3)[N:1]=[CH:2][CH:3]=[CH:4]4)[N:13]=[N:14][C:15]2=[N:20][CH:19]=1)\[CH3:22]. The yield is 0.210. (2) The reactants are [CH3:1][NH:2][C:3]([C:5]1[O:6][C:7]([C:11]([CH3:14])([CH3:13])[CH3:12])=[CH:8][C:9]=1[NH2:10])=[O:4].[F:15][C:16]1[CH:21]=[CH:20][C:19]([N:22]=[C:23]=[O:24])=[CH:18][CH:17]=1. The catalyst is C1(C)C=CC=CC=1. The product is [CH3:1][NH:2][C:3]([C:5]1[O:6][C:7]([C:11]([CH3:14])([CH3:13])[CH3:12])=[CH:8][C:9]=1[NH:10][C:23]([NH:22][C:19]1[CH:20]=[CH:21][C:16]([F:15])=[CH:17][CH:18]=1)=[O:24])=[O:4]. The yield is 0.610.